Dataset: Peptide-MHC class II binding affinity with 134,281 pairs from IEDB. Task: Regression. Given a peptide amino acid sequence and an MHC pseudo amino acid sequence, predict their binding affinity value. This is MHC class II binding data. (1) The peptide sequence is DYLILKNLTGLVSAG. The MHC is H-2-IAb with pseudo-sequence H-2-IAb. The binding affinity (normalized) is 0.585. (2) The peptide sequence is SHLVRSWVTAGEIHA. The MHC is DRB1_0301 with pseudo-sequence DRB1_0301. The binding affinity (normalized) is 0.561. (3) The peptide sequence is LGFLQRSSNFQCQKL. The MHC is DRB1_1501 with pseudo-sequence DRB1_1501. The binding affinity (normalized) is 0.331. (4) The peptide sequence is TLWQRPFVTIKIGGQLKEAL. The MHC is DRB4_0101 with pseudo-sequence DRB4_0103. The binding affinity (normalized) is 0.327. (5) The peptide sequence is GVDYTITVYAVTYYK. The MHC is DRB1_0802 with pseudo-sequence DRB1_0802. The binding affinity (normalized) is 0.337. (6) The peptide sequence is AFIYKLLELLAERDD. The MHC is HLA-DQA10501-DQB10301 with pseudo-sequence HLA-DQA10501-DQB10301. The binding affinity (normalized) is 0. (7) The binding affinity (normalized) is 0.308. The MHC is DRB1_1201 with pseudo-sequence DRB1_1201. The peptide sequence is EVLGFRMVQDERVGR. (8) The peptide sequence is GIKVGYTAHIRKATE. The MHC is DRB3_0202 with pseudo-sequence DRB3_0202. The binding affinity (normalized) is 0.0807.